Dataset: Peptide-MHC class I binding affinity with 185,985 pairs from IEDB/IMGT. Task: Regression. Given a peptide amino acid sequence and an MHC pseudo amino acid sequence, predict their binding affinity value. This is MHC class I binding data. (1) The peptide sequence is ELRGLLKDV. The MHC is HLA-A69:01 with pseudo-sequence HLA-A69:01. The binding affinity (normalized) is 0.125. (2) The peptide sequence is YLLEMLWRL. The MHC is HLA-A02:01 with pseudo-sequence HLA-A02:01. The binding affinity (normalized) is 0.926. (3) The peptide sequence is MSLNFPIAK. The MHC is HLA-A11:01 with pseudo-sequence HLA-A11:01. The binding affinity (normalized) is 0.909. (4) The peptide sequence is LPLTSLVITY. The MHC is HLA-B54:01 with pseudo-sequence HLA-B54:01. The binding affinity (normalized) is 0.270. (5) The MHC is HLA-A02:01 with pseudo-sequence HLA-A02:01. The peptide sequence is LISSDGARVI. The binding affinity (normalized) is 0.127. (6) The peptide sequence is QIIEQLIKK. The MHC is HLA-A23:01 with pseudo-sequence HLA-A23:01. The binding affinity (normalized) is 0. (7) The peptide sequence is SQQPVQMLY. The MHC is HLA-A30:01 with pseudo-sequence HLA-A30:01. The binding affinity (normalized) is 0.756.